This data is from Forward reaction prediction with 1.9M reactions from USPTO patents (1976-2016). The task is: Predict the product of the given reaction. (1) Given the reactants C(C(C(O)CN(S(C1C=CC(OC)=CC=1)(=O)=O)[CH2:15][C:16]([CH3:29])([CH3:28])[CH2:17][CH2:18][CH2:19][NH:20][C:21](=[O:27])[NH:22][CH2:23][C:24]([O-])=[O:25])NC=O)C1C=CC=CC=1.[O:42]1[C@@H:46]2[O:47][CH2:48][CH2:49][C@@H:45]2[C@H:44]([O:50][C:51](=[O:93])[NH:52][C@@H:53]([CH2:86][C:87]2[CH:92]=[CH:91][CH:90]=[CH:89][CH:88]=2)[C@H:54]([OH:85])[CH2:55][N:56]([S:74]([C:77]2[CH:82]=[CH:81][C:80]([O:83][CH3:84])=[CH:79][CH:78]=2)(=[O:76])=[O:75])CC(C)(C)CCCNC(=O)NCC(OCC)=O)[CH2:43]1.[NH3:94], predict the reaction product. The product is: [NH2:94][C:24](=[O:25])[CH2:23][NH:22][C:21]([NH:20][CH2:19][CH2:18][CH2:17][C:16]([CH3:29])([CH3:28])[CH2:15][CH:55]([NH:56][S:74]([C:77]1[CH:82]=[CH:81][C:80]([O:83][CH3:84])=[CH:79][CH:78]=1)(=[O:76])=[O:75])[C@H:54]([OH:85])[C@@H:53]([NH:52][C:51](=[O:93])[O:50][C@H:44]1[C@@H:45]2[C@@H:46]([O:47][CH2:48][CH2:49]2)[O:42][CH2:43]1)[CH2:86][C:87]1[CH:88]=[CH:89][CH:90]=[CH:91][CH:92]=1)=[O:27]. (2) Given the reactants C([O:5][C:6]([NH:8][C:9]1[CH:18]=[C:17]([N:19]2[CH2:24][CH2:23][N:22]([C:25]([NH:27][C:28]3[CH:33]=[CH:32][C:31]([F:34])=[CH:30][CH:29]=3)=[O:26])[CH2:21][CH2:20]2)[C:16]2[C:11](=[CH:12][C:13]([Cl:35])=[CH:14][CH:15]=2)[N:10]=1)=O)(C)(C)C.F[C:37](F)(F)C(O)=O.C(N(CC)CC)C.C(Cl)(=O)C, predict the reaction product. The product is: [C:6]([NH:8][C:9]1[CH:18]=[C:17]([N:19]2[CH2:20][CH2:21][N:22]([C:25]([NH:27][C:28]3[CH:33]=[CH:32][C:31]([F:34])=[CH:30][CH:29]=3)=[O:26])[CH2:23][CH2:24]2)[C:16]2[C:11](=[CH:12][C:13]([Cl:35])=[CH:14][CH:15]=2)[N:10]=1)(=[O:5])[CH3:37]. (3) The product is: [F:7][C:8]([F:17])([F:16])[C:9]1([CH2:12][OH:13])[CH2:11][CH2:10]1. Given the reactants [H-].[Al+3].[Li+].[H-].[H-].[H-].[F:7][C:8]([F:17])([F:16])[C:9]1([C:12](OC)=[O:13])[CH2:11][CH2:10]1, predict the reaction product. (4) Given the reactants [C:1]([O:5][C:6]([NH:8][C:9]([CH3:19])([CH3:18])[CH2:10]/[CH:11]=[CH:12]/[C:13]([O:15]CC)=[O:14])=[O:7])([CH3:4])([CH3:3])[CH3:2].[OH-].[Li+], predict the reaction product. The product is: [C:1]([O:5][C:6]([NH:8][C:9]([CH3:19])([CH3:18])[CH2:10]/[CH:11]=[CH:12]/[C:13]([OH:15])=[O:14])=[O:7])([CH3:4])([CH3:2])[CH3:3]. (5) Given the reactants [CH:1]1[C:10]2[C:5](=[CH:6][CH:7]=[CH:8][CH:9]=2)[CH:4]=[CH:3][CH:2]=1.[CH2:11]=[O:12].S(=O)(=O)(O)O.C(C1C=CC=CC=1)C, predict the reaction product. The product is: [C:9]1([CH:11]=[O:12])[C:10]2[C:5](=[CH:4][CH:3]=[CH:2][CH:1]=2)[CH:6]=[CH:7][CH:8]=1. (6) Given the reactants [CH3:1][C:2]1[N:3]=[C:4]([CH2:10][CH2:11][C:12]2[CH:17]=[CH:16][CH:15]=[CH:14][CH:13]=2)[O:5][C:6]=1[C:7]([NH2:9])=O.CN1CCOCC1.ClC(Cl)(Cl)C(Cl)=O.O, predict the reaction product. The product is: [C:7]([C:6]1[O:5][C:4]([CH2:10][CH2:11][C:12]2[CH:17]=[CH:16][CH:15]=[CH:14][CH:13]=2)=[N:3][C:2]=1[CH3:1])#[N:9]. (7) Given the reactants [CH:1]1[C:13]([OH:14])=[CH:12][C:11]2[C:15]3[C:20]([N:9]4[C:10]=2[C:2]=1[C:3]1[CH:4]=[CH:5][CH:6]=[CH:7][C:8]=14)=[CH:19][CH:18]=[CH:17][CH:16]=3.N1C=CC=CC=1.[F:27][C:28]([F:41])([F:40])[S:29](O[S:29]([C:28]([F:41])([F:40])[F:27])(=[O:31])=[O:30])(=[O:31])=[O:30], predict the reaction product. The product is: [F:27][C:28]([F:41])([F:40])[S:29]([O:14][C:13]1[CH:12]=[C:11]2[C:10]3=[C:2]([C:3]4[C:8]([N:9]3[C:20]3[CH:19]=[CH:18][CH:17]=[CH:16][C:15]2=3)=[CH:7][CH:6]=[CH:5][CH:4]=4)[CH:1]=1)(=[O:31])=[O:30].